Dataset: HIV replication inhibition screening data with 41,000+ compounds from the AIDS Antiviral Screen. Task: Binary Classification. Given a drug SMILES string, predict its activity (active/inactive) in a high-throughput screening assay against a specified biological target. (1) The drug is COc1cc(C2c3cccc4cccc(c34)C3CCC(=O)N32)cc(OC)c1O. The result is 0 (inactive). (2) The molecule is NNC(=O)NN=C1C(=O)N(c2ccc(Cl)c(Cl)c2)C(=O)C(=O)C1c1nc2ccccc2s1. The result is 0 (inactive). (3) The drug is OCC1OC(n2cnc3c(SSc4ncnc5c4ncn5C4OC(CO)C(O)C4O)ncnc32)C(O)C1O. The result is 0 (inactive). (4) The drug is O=C1N(C2CCCCC2)CC2(Cc3ccccc3)c3ccccc3NC12O. The result is 0 (inactive). (5) The molecule is CCOC1(OCC)NC(=N)C2(C#N)C3(C(=O)N(C(C)C)N=C3C)C12C#N. The result is 0 (inactive). (6) The molecule is COc1ccc(C2c3cc4c(cc3OC(N3CCOCC3)C2C)OCO4)c(OC)c1OC. The result is 0 (inactive). (7) The compound is O=C1C=C(C2CCCO2)C(=O)c2c(O)ccc(O)c21. The result is 0 (inactive).